This data is from Full USPTO retrosynthesis dataset with 1.9M reactions from patents (1976-2016). The task is: Predict the reactants needed to synthesize the given product. (1) Given the product [S:18]1[CH:19]=[CH:20][C:16]2[CH:15]=[C:14]([N:9]3[CH2:10][CH2:11][N:7]([C:3]4[CH:2]=[N:1][CH:6]=[CH:5][CH:4]=4)[C:8]3=[O:12])[CH:22]=[CH:21][C:17]1=2, predict the reactants needed to synthesize it. The reactants are: [N:1]1[CH:6]=[CH:5][CH:4]=[C:3]([N:7]2[CH2:11][CH2:10][NH:9][C:8]2=[O:12])[CH:2]=1.I[C:14]1[CH:22]=[CH:21][C:17]2[S:18][CH:19]=[CH:20][C:16]=2[CH:15]=1.N[C@@H]1CCCC[C@H]1N.C(=O)([O-])[O-].[K+].[K+]. (2) Given the product [ClH:1].[CH3:29][S:30]([CH2:33][CH2:34][C:35]1[CH:36]=[CH:37][C:38]([NH:41][C:2]2[N:7]=[C:6]([N:8]([CH3:28])[C:9]3[CH:27]=[CH:26][C:12]4[N:13]([CH3:25])[C:14]([NH:16][CH2:17][C:18]5[CH:19]=[CH:20][C:21]([CH3:24])=[CH:22][CH:23]=5)=[N:15][C:11]=4[CH:10]=3)[CH:5]=[CH:4][N:3]=2)=[CH:39][CH:40]=1)(=[O:31])=[O:32], predict the reactants needed to synthesize it. The reactants are: [Cl:1][C:2]1[N:7]=[C:6]([N:8]([CH3:28])[C:9]2[CH:27]=[CH:26][C:12]3[N:13]([CH3:25])[C:14]([NH:16][CH2:17][C:18]4[CH:23]=[CH:22][C:21]([CH3:24])=[CH:20][CH:19]=4)=[N:15][C:11]=3[CH:10]=2)[CH:5]=[CH:4][N:3]=1.[CH3:29][S:30]([CH2:33][CH2:34][C:35]1[CH:40]=[CH:39][C:38]([NH2:41])=[CH:37][CH:36]=1)(=[O:32])=[O:31].